Dataset: Forward reaction prediction with 1.9M reactions from USPTO patents (1976-2016). Task: Predict the product of the given reaction. Given the reactants O1CCOCC1.Br[C:8]1[CH:13]=[CH:12][N:11]=[C:10]([NH:14][C@H:15]([C:17]2[C:18](=[O:28])[NH:19][C:20]3[C:25]([CH:26]=2)=[CH:24][C:23]([Cl:27])=[CH:22][CH:21]=3)[CH3:16])[CH:9]=1.[CH3:29][N:30]1[C:34](B2OC(C)(C)C(C)(C)O2)=[CH:33][C:32]([CH3:44])=[N:31]1.[O-]P([O-])([O-])=O.[K+].[K+].[K+], predict the reaction product. The product is: [Cl:27][C:23]1[CH:24]=[C:25]2[C:20](=[CH:21][CH:22]=1)[NH:19][C:18](=[O:28])[C:17]([C@@H:15]([NH:14][C:10]1[CH:9]=[C:8]([C:34]3[N:30]([CH3:29])[N:31]=[C:32]([CH3:44])[CH:33]=3)[CH:13]=[CH:12][N:11]=1)[CH3:16])=[CH:26]2.